From a dataset of Full USPTO retrosynthesis dataset with 1.9M reactions from patents (1976-2016). Predict the reactants needed to synthesize the given product. (1) The reactants are: [CH2:1]([C:8]1[C:13](=[O:14])[N:12]([C:15]2[CH:20]=[CH:19][CH:18]=[C:17]([C:21]([OH:23])=[O:22])[CH:16]=2)[C:11]2[N:24]=[CH:25][CH:26]=[CH:27][C:10]=2[N:9]=1)[C:2]1[CH:7]=[CH:6][CH:5]=[CH:4][CH:3]=1.[CH2:28](Br)[C:29]1[CH:34]=[CH:33][CH:32]=[CH:31][CH:30]=1.C(=O)([O-])[O-].[K+].[K+].C(=O)(O)[O-].[Na+]. Given the product [CH2:1]([C:8]1[C:13](=[O:14])[N:12]([C:15]2[CH:20]=[CH:19][CH:18]=[C:17]([C:21]([O:23][CH2:28][C:29]3[CH:34]=[CH:33][CH:32]=[CH:31][CH:30]=3)=[O:22])[CH:16]=2)[C:11]2[N:24]=[CH:25][CH:26]=[CH:27][C:10]=2[N:9]=1)[C:2]1[CH:3]=[CH:4][CH:5]=[CH:6][CH:7]=1, predict the reactants needed to synthesize it. (2) Given the product [CH2:20]([C:22]1[CH:23]=[C:24]([NH:28][C:29]([NH:1][C:2]2[CH:3]=[C:4]([C:8]3[N:9]([C:17]([NH2:19])=[O:18])[C:10]4[C:15]([CH:16]=3)=[CH:14][CH:13]=[CH:12][CH:11]=4)[CH:5]=[CH:6][CH:7]=2)=[O:30])[CH:25]=[CH:26][CH:27]=1)[CH3:21], predict the reactants needed to synthesize it. The reactants are: [NH2:1][C:2]1[CH:3]=[C:4]([C:8]2[N:9]([C:17]([NH2:19])=[O:18])[C:10]3[C:15]([CH:16]=2)=[CH:14][CH:13]=[CH:12][CH:11]=3)[CH:5]=[CH:6][CH:7]=1.[CH2:20]([C:22]1[CH:23]=[C:24]([N:28]=[C:29]=[O:30])[CH:25]=[CH:26][CH:27]=1)[CH3:21]. (3) Given the product [OH:38][C@@H:36]([CH3:37])[C:34]([N:1]1[CH2:2][CH2:3][CH:4]([NH:7][C:8]([C:10]2[C:14]3[N:15]=[CH:16][N:17]=[C:18]([C:19]4[C:27]5[O:26][CH2:25][O:24][C:23]=5[CH:22]=[CH:21][C:20]=4[O:28][CH2:29][CH2:30][O:31][CH3:32])[C:13]=3[NH:12][CH:11]=2)=[O:9])[CH2:5][CH2:6]1)=[O:35], predict the reactants needed to synthesize it. The reactants are: [NH:1]1[CH2:6][CH2:5][CH:4]([NH:7][C:8]([C:10]2[C:14]3[N:15]=[CH:16][N:17]=[C:18]([C:19]4[C:27]5[O:26][CH2:25][O:24][C:23]=5[CH:22]=[CH:21][C:20]=4[O:28][CH2:29][CH2:30][O:31][CH3:32])[C:13]=3[NH:12][CH:11]=2)=[O:9])[CH2:3][CH2:2]1.Cl[C:34]([C@@H:36]([O:38]C(=O)C)[CH3:37])=[O:35]. (4) Given the product [N:38]1([CH2:46][CH2:47][O:10][C:8]2[CH:9]=[CH:4][C:5]([CH2:12][CH2:2][CH2:1][NH:3][C:4]3[CH:9]=[C:8]([O:10][CH3:11])[CH:7]=[CH:6][C:5]=3[C@H:12]3[CH2:21][CH2:20][C:19]4[CH:18]=[C:17]([OH:22])[CH:16]=[CH:15][C:14]=4[CH2:13]3)=[CH:6][CH:7]=2)[CH2:45][CH2:44][CH2:43][CH2:42][CH2:41][CH2:40][CH2:39]1, predict the reactants needed to synthesize it. The reactants are: [CH2:1]([N:3](C(=O)C1C=CC(O)=CC=1)[C:4]1[CH:9]=[C:8]([O:10][CH3:11])[CH:7]=[CH:6][C:5]=1[C@H:12]1[CH2:21][CH2:20][C:19]2[CH:18]=[C:17]([O:22]C(=O)C(C)(C)C)[CH:16]=[CH:15][C:14]=2[CH2:13]1)[CH3:2].[N:38]1([C:46](=O)[CH2:47]Cl)[CH2:45][CH2:44][CH2:43][CH2:42][CH2:41][CH2:40][CH2:39]1.